This data is from Peptide-MHC class II binding affinity with 134,281 pairs from IEDB. The task is: Regression. Given a peptide amino acid sequence and an MHC pseudo amino acid sequence, predict their binding affinity value. This is MHC class II binding data. (1) The peptide sequence is FDPYGATIKATPESA. The MHC is HLA-DPA10201-DPB10101 with pseudo-sequence HLA-DPA10201-DPB10101. The binding affinity (normalized) is 0.234. (2) The peptide sequence is KKAGLVGVLAGLAFQEMD. The MHC is HLA-DQA10102-DQB10501 with pseudo-sequence HLA-DQA10102-DQB10501. The binding affinity (normalized) is 0.723.